This data is from NCI-60 drug combinations with 297,098 pairs across 59 cell lines. The task is: Regression. Given two drug SMILES strings and cell line genomic features, predict the synergy score measuring deviation from expected non-interaction effect. (1) Drug 1: CCCCCOC(=O)NC1=NC(=O)N(C=C1F)C2C(C(C(O2)C)O)O. Drug 2: C1C(C(OC1N2C=NC(=NC2=O)N)CO)O. Cell line: HS 578T. Synergy scores: CSS=6.38, Synergy_ZIP=-1.76, Synergy_Bliss=1.57, Synergy_Loewe=3.27, Synergy_HSA=3.28. (2) Cell line: MDA-MB-231. Drug 2: CCN(CC)CCCC(C)NC1=C2C=C(C=CC2=NC3=C1C=CC(=C3)Cl)OC. Synergy scores: CSS=30.3, Synergy_ZIP=1.09, Synergy_Bliss=2.65, Synergy_Loewe=-17.2, Synergy_HSA=0.874. Drug 1: CCCS(=O)(=O)NC1=C(C(=C(C=C1)F)C(=O)C2=CNC3=C2C=C(C=N3)C4=CC=C(C=C4)Cl)F. (3) Drug 1: C1CCN(CC1)CCOC2=CC=C(C=C2)C(=O)C3=C(SC4=C3C=CC(=C4)O)C5=CC=C(C=C5)O. Drug 2: CC1C(C(CC(O1)OC2CC(OC(C2O)C)OC3=CC4=CC5=C(C(=O)C(C(C5)C(C(=O)C(C(C)O)O)OC)OC6CC(C(C(O6)C)O)OC7CC(C(C(O7)C)O)OC8CC(C(C(O8)C)O)(C)O)C(=C4C(=C3C)O)O)O)O. Cell line: COLO 205. Synergy scores: CSS=41.5, Synergy_ZIP=4.71, Synergy_Bliss=6.03, Synergy_Loewe=-19.8, Synergy_HSA=-1.55. (4) Drug 1: C1C(C(OC1N2C=C(C(=O)NC2=O)F)CO)O. Drug 2: CC1=C(C=C(C=C1)NC(=O)C2=CC=C(C=C2)CN3CCN(CC3)C)NC4=NC=CC(=N4)C5=CN=CC=C5. Cell line: NCI-H460. Synergy scores: CSS=27.6, Synergy_ZIP=-4.17, Synergy_Bliss=-5.46, Synergy_Loewe=-51.8, Synergy_HSA=-7.67. (5) Drug 1: COC1=NC(=NC2=C1N=CN2C3C(C(C(O3)CO)O)O)N. Drug 2: C1=CC=C(C(=C1)C(C2=CC=C(C=C2)Cl)C(Cl)Cl)Cl. Cell line: HOP-92. Synergy scores: CSS=30.5, Synergy_ZIP=-6.35, Synergy_Bliss=-1.77, Synergy_Loewe=-13.2, Synergy_HSA=-2.45.